This data is from Reaction yield outcomes from USPTO patents with 853,638 reactions. The task is: Predict the reaction yield, written as a fraction of the theoretical maximum amount of product (1.0 means a 100% yield; for example, 0.34 means a 34% yield). (1) The reactants are [Br:1][C:2]1[CH:3]=[CH:4][C:5]([N+:25]([O-])=O)=[C:6]([NH:8][CH:9]2[CH2:14][CH2:13][N:12]([C@H:15]3[CH2:20][CH2:19][C@H:18]([O:21][CH2:22][CH2:23][CH3:24])[CH2:17][CH2:16]3)[CH2:11][CH2:10]2)[CH:7]=1.O.NN. The catalyst is C(O)C.[Ni]. The product is [Br:1][C:2]1[CH:7]=[C:6]([NH:8][CH:9]2[CH2:14][CH2:13][N:12]([C@H:15]3[CH2:20][CH2:19][C@H:18]([O:21][CH2:22][CH2:23][CH3:24])[CH2:17][CH2:16]3)[CH2:11][CH2:10]2)[C:5]([NH2:25])=[CH:4][CH:3]=1. The yield is 0.990. (2) The catalyst is ClCCl. The product is [Br:17][C:4]1[O:3][C:2]([CH3:1])=[N:6][C:5]=1[C:7]1[CH:16]=[CH:15][C:14]2[CH2:13][CH2:12][CH2:11][CH2:10][C:9]=2[CH:8]=1. The yield is 0.950. The reactants are [CH3:1][C:2]1[O:3][CH:4]=[C:5]([C:7]2[CH:16]=[CH:15][C:14]3[CH2:13][CH2:12][CH2:11][CH2:10][C:9]=3[CH:8]=2)[N:6]=1.[Br:17]Br.C(=O)([O-])O.[Na+]. (3) The reactants are Cl[C:2]1[N:3]=[N+:4]([O-:12])[C:5]2[CH:11]=[CH:10][CH:9]=[CH:8][C:6]=2[N:7]=1.[NH2:13][CH2:14][CH2:15][CH2:16][C:17]#[N:18]. The catalyst is COCCOC. The product is [O-:12][N+:4]1[C:5]2[CH:11]=[CH:10][CH:9]=[CH:8][C:6]=2[N:7]=[C:2]([NH:18][CH2:17][CH2:16][CH2:15][C:14]#[N:13])[N:3]=1. The yield is 0.790. (4) The reactants are C([N:8](CC1C=CC=CC=1)[CH:9]1[CH2:13][CH:12]([C:14]2[N:18]3[C:19]4[CH:25]=[CH:24][N:23]([CH2:26][O:27][CH2:28][CH2:29][Si:30]([CH3:33])([CH3:32])[CH3:31])[C:20]=4[N:21]=[CH:22][C:17]3=[N:16][CH:15]=2)[CH:11]([CH3:34])[CH2:10]1)C1C=CC=CC=1.[H][H]. The catalyst is C(O)C(F)(F)F.[OH-].[OH-].[Pd+2]. The product is [CH3:34][CH:11]1[CH:12]([C:14]2[N:18]3[C:19]4[CH:25]=[CH:24][N:23]([CH2:26][O:27][CH2:28][CH2:29][Si:30]([CH3:33])([CH3:32])[CH3:31])[C:20]=4[N:21]=[CH:22][C:17]3=[N:16][CH:15]=2)[CH2:13][CH:9]([NH2:8])[CH2:10]1. The yield is 0.980. (5) The reactants are [CH2:1]([O:3][C:4](=[O:18])[C:5]1[CH:15]=[C:14]([CH2:16][OH:17])[CH:13]=[C:7]([C:8]([O:10]CC)=[O:9])[CH:6]=1)[CH3:2].[OH-].[Na+]. The catalyst is C(O)C. The product is [CH2:1]([O:3][C:4](=[O:18])[C:5]1[CH:15]=[C:14]([CH2:16][OH:17])[CH:13]=[C:7]([C:8]([OH:10])=[O:9])[CH:6]=1)[CH3:2]. The yield is 0.740. (6) The reactants are [H-].[H-].[H-].[H-].[Li+].[Al+3].[N:7]1[CH:12]=[CH:11][CH:10]=[CH:9][C:8]=1[C@@:13]1([CH2:23][C:24]#[N:25])[CH2:22][C:17]2([CH2:21][CH2:20][CH2:19][CH2:18]2)[O:16][CH2:15][CH2:14]1. The catalyst is CCOCC. The product is [N:7]1[CH:12]=[CH:11][CH:10]=[CH:9][C:8]=1[C@@:13]1([CH2:23][CH2:24][NH2:25])[CH2:22][C:17]2([CH2:21][CH2:20][CH2:19][CH2:18]2)[O:16][CH2:15][CH2:14]1. The yield is 0.940. (7) The reactants are [I:1][C:2]1[CH:11]=[N:10][C:5]2[NH:6][CH2:7][CH2:8][NH:9][C:4]=2[CH:3]=1.[F:12][C:13]1[CH:18]=[CH:17][C:16]([F:19])=[CH:15][C:14]=1[S:20](Cl)(=[O:22])=[O:21]. The catalyst is N1C=CC=CC=1. The product is [F:12][C:13]1[CH:18]=[CH:17][C:16]([F:19])=[CH:15][C:14]=1[S:20]([N:9]1[CH2:8][CH2:7][NH:6][C:5]2[N:10]=[CH:11][C:2]([I:1])=[CH:3][C:4]1=2)(=[O:22])=[O:21]. The yield is 0.130. (8) The reactants are [N+:1]([C:4]1[CH:9]=[CH:8][C:7]([C@@H:10]([CH3:13])[CH2:11][NH2:12])=[CH:6][CH:5]=1)([O-:3])=[O:2].C(N(CC)CC)C.[CH:21]([S:24](Cl)(=[O:26])=[O:25])([CH3:23])[CH3:22]. The catalyst is C(Cl)Cl. The product is [N+:1]([C:4]1[CH:5]=[CH:6][C:7]([C@@H:10]([CH3:13])[CH2:11][NH:12][S:24]([CH:21]([CH3:23])[CH3:22])(=[O:26])=[O:25])=[CH:8][CH:9]=1)([O-:3])=[O:2]. The yield is 0.970.